This data is from Peptide-MHC class II binding affinity with 134,281 pairs from IEDB. The task is: Regression. Given a peptide amino acid sequence and an MHC pseudo amino acid sequence, predict their binding affinity value. This is MHC class II binding data. (1) The peptide sequence is EYKYFAATQFEPLAA. The MHC is HLA-DQA10301-DQB10302 with pseudo-sequence HLA-DQA10301-DQB10302. The binding affinity (normalized) is 0.445. (2) The binding affinity (normalized) is 0.834. The peptide sequence is LGASPYKLGPSPKAR. The MHC is DRB1_0401 with pseudo-sequence DRB1_0401. (3) The peptide sequence is AFIYKLLELLAERDD. The MHC is HLA-DQA10102-DQB10602 with pseudo-sequence HLA-DQA10102-DQB10602. The binding affinity (normalized) is 0.183. (4) The peptide sequence is ATVATAPEVKYTVFE. The MHC is DRB1_0101 with pseudo-sequence DRB1_0101. The binding affinity (normalized) is 0.301.